Dataset: NCI-60 drug combinations with 297,098 pairs across 59 cell lines. Task: Regression. Given two drug SMILES strings and cell line genomic features, predict the synergy score measuring deviation from expected non-interaction effect. (1) Drug 1: C1=NC2=C(N1)C(=S)N=C(N2)N. Drug 2: CCCS(=O)(=O)NC1=C(C(=C(C=C1)F)C(=O)C2=CNC3=C2C=C(C=N3)C4=CC=C(C=C4)Cl)F. Synergy scores: CSS=30.5, Synergy_ZIP=-8.90, Synergy_Bliss=-10.9, Synergy_Loewe=-7.40, Synergy_HSA=-5.10. Cell line: UACC62. (2) Drug 1: C1CC(=O)NC(=O)C1N2CC3=C(C2=O)C=CC=C3N. Drug 2: CN(C)N=NC1=C(NC=N1)C(=O)N. Cell line: UO-31. Synergy scores: CSS=15.4, Synergy_ZIP=-5.25, Synergy_Bliss=-0.404, Synergy_Loewe=-4.84, Synergy_HSA=-0.742. (3) Drug 1: CNC(=O)C1=CC=CC=C1SC2=CC3=C(C=C2)C(=NN3)C=CC4=CC=CC=N4. Drug 2: CN1C2=C(C=C(C=C2)N(CCCl)CCCl)N=C1CCCC(=O)O.Cl. Cell line: NCI-H226. Synergy scores: CSS=8.55, Synergy_ZIP=-1.31, Synergy_Bliss=1.43, Synergy_Loewe=-4.06, Synergy_HSA=0.227. (4) Drug 1: CC1=C(C=C(C=C1)C(=O)NC2=CC(=CC(=C2)C(F)(F)F)N3C=C(N=C3)C)NC4=NC=CC(=N4)C5=CN=CC=C5. Drug 2: C1CCC(C(C1)N)N.C(=O)(C(=O)[O-])[O-].[Pt+4]. Cell line: HT29. Synergy scores: CSS=50.0, Synergy_ZIP=-3.26, Synergy_Bliss=-7.32, Synergy_Loewe=-11.4, Synergy_HSA=-5.54. (5) Drug 1: C1CC(C1)(C(=O)O)C(=O)O.[NH2-].[NH2-].[Pt+2]. Drug 2: C(CC(=O)O)C(=O)CN.Cl. Cell line: M14. Synergy scores: CSS=1.03, Synergy_ZIP=3.38, Synergy_Bliss=7.44, Synergy_Loewe=-0.458, Synergy_HSA=0.296.